From a dataset of Full USPTO retrosynthesis dataset with 1.9M reactions from patents (1976-2016). Predict the reactants needed to synthesize the given product. (1) Given the product [CH:1]1([N:7]2[C:8]3([CH2:12][CH2:11][CH2:10][CH2:9]3)[CH2:13][S:31][C:30]2=[N:29][C:21]2[CH:22]=[CH:23][C:24]([N+:26]([O-:28])=[O:27])=[CH:25][C:20]=2[CH3:19])[CH2:6][CH2:5][CH2:4][CH2:3][CH2:2]1, predict the reactants needed to synthesize it. The reactants are: [CH:1]1([NH:7][C:8]2([CH2:13]O)[CH2:12][CH2:11][CH2:10][CH2:9]2)[CH2:6][CH2:5][CH2:4][CH2:3][CH2:2]1.O=S(Cl)Cl.[CH3:19][C:20]1[CH:25]=[C:24]([N+:26]([O-:28])=[O:27])[CH:23]=[CH:22][C:21]=1[N:29]=[C:30]=[S:31]. (2) Given the product [NH2:49][C@H:46]1[CH2:47][CH2:48][N:44]([CH2:39][C:35]2[CH:34]=[C:33]([C:29]3[CH:30]=[CH:31][CH:32]=[C:27]([CH2:26][NH:25][C:23](=[O:24])[CH2:22][C:21]([NH:20][CH2:19][C:10]4[C:11]([NH:12][CH:13]5[CH2:18][CH2:17][O:16][CH2:15][CH2:14]5)=[C:6]5[CH:5]=[N:4][N:3]([CH2:1][CH3:2])[C:7]5=[N:8][C:9]=4[CH2:42][CH3:43])=[O:41])[CH:28]=3)[CH:38]=[CH:37][CH:36]=2)[CH2:45]1, predict the reactants needed to synthesize it. The reactants are: [CH2:1]([N:3]1[C:7]2=[N:8][C:9]([CH2:42][CH3:43])=[C:10]([CH2:19][NH:20][C:21](=[O:41])[CH2:22][C:23]([NH:25][CH2:26][C:27]3[CH:28]=[C:29]([C:33]4[CH:38]=[CH:37][CH:36]=[C:35]([CH:39]=O)[CH:34]=4)[CH:30]=[CH:31][CH:32]=3)=[O:24])[C:11]([NH:12][CH:13]3[CH2:18][CH2:17][O:16][CH2:15][CH2:14]3)=[C:6]2[CH:5]=[N:4]1)[CH3:2].[NH:44]1[CH2:48][CH2:47][C@H:46]([NH:49]C(=O)OC(C)(C)C)[CH2:45]1.[BH-](OC(C)=O)(OC(C)=O)OC(C)=O.[Na+].CC(O)=O.C(O)(C(F)(F)F)=O. (3) Given the product [CH3:29][N:30]([CH3:31])[C:24]([C:21]1[CH:20]=[C:19]([CH2:18][NH:17][C:13]2[N:12]=[C:11]([NH:10][C:7]3[NH:8][N:9]=[C:5]([O:4][CH:2]([CH3:1])[CH3:3])[CH:6]=3)[CH:16]=[CH:15][N:14]=2)[O:23][N:22]=1)=[O:26], predict the reactants needed to synthesize it. The reactants are: [CH3:1][CH:2]([O:4][C:5]1[CH:6]=[C:7]([NH:10][C:11]2[CH:16]=[CH:15][N:14]=[C:13]([NH:17][CH2:18][C:19]3[O:23][N:22]=[C:21]([C:24]([O:26]CC)=O)[CH:20]=3)[N:12]=2)[NH:8][N:9]=1)[CH3:3].[CH3:29][NH:30][CH3:31]. (4) Given the product [F:32][C:33]1[CH:34]=[C:35]([CH:39]=[CH:40][CH:41]=1)[C:36]([NH:1][C:2]1[CH:7]=[C:6]([F:8])[C:5]([F:9])=[C:4]([C:10]([C:12]2[CH:13]=[C:14]3[C:19](=[CH:20][CH:21]=2)[N:18]=[CH:17][CH:16]=[CH:15]3)=[O:11])[C:3]=1[F:22])=[O:37], predict the reactants needed to synthesize it. The reactants are: [NH2:1][C:2]1[C:3]([F:22])=[C:4]([C:10]([C:12]2[CH:13]=[C:14]3[C:19](=[CH:20][CH:21]=2)[N:18]=[CH:17][CH:16]=[CH:15]3)=[O:11])[C:5]([F:9])=[C:6]([F:8])[CH:7]=1.CCN(C(C)C)C(C)C.[F:32][C:33]1[CH:34]=[C:35]([CH:39]=[CH:40][CH:41]=1)[C:36](Cl)=[O:37].